From a dataset of Catalyst prediction with 721,799 reactions and 888 catalyst types from USPTO. Predict which catalyst facilitates the given reaction. (1) Reactant: CC(C)([O-])C.[K+].C1(C)C=CC(S([CH2:16][N+:17]#[C-])(=O)=O)=CC=1.[CH2:20]([O:27][C:28]1[C:37]2[C:32](=[CH:33][CH:34]=[CH:35][CH:36]=2)[CH:31]=[CH:30][C:29]=1[CH:38]=O)[C:21]1[CH:26]=[CH:25][CH:24]=[CH:23][CH:22]=1.CO. Product: [CH2:20]([O:27][C:28]1[C:37]2[C:32](=[CH:33][CH:34]=[CH:35][CH:36]=2)[CH:31]=[CH:30][C:29]=1[CH2:38][C:16]#[N:17])[C:21]1[CH:26]=[CH:25][CH:24]=[CH:23][CH:22]=1. The catalyst class is: 216. (2) Reactant: [C:1]([O:5][C:6]([N:8]1[CH2:11][C:10]([C:13]2[N:14]([CH3:39])[C:15]3[C:20]([N:21]=2)=[C:19]([N:22]2[CH2:27][CH2:26][O:25][CH2:24][CH2:23]2)[N:18]=[C:17]([N:28]2[C:32]4[CH:33]=[CH:34][CH:35]=[CH:36][C:31]=4[N:30]=[C:29]2[CH2:37][CH3:38])[N:16]=3)([OH:12])[CH2:9]1)=[O:7])([CH3:4])([CH3:3])[CH3:2].[H-].[Na+].I[CH3:43]. Product: [CH2:37]([C:29]1[N:28]([C:17]2[N:16]=[C:15]3[C:20]([N:21]=[C:13]([C:10]4([O:12][CH3:43])[CH2:9][N:8]([C:6]([O:5][C:1]([CH3:4])([CH3:3])[CH3:2])=[O:7])[CH2:11]4)[N:14]3[CH3:39])=[C:19]([N:22]3[CH2:23][CH2:24][O:25][CH2:26][CH2:27]3)[N:18]=2)[C:32]2[CH:33]=[CH:34][CH:35]=[CH:36][C:31]=2[N:30]=1)[CH3:38]. The catalyst class is: 1. (3) Reactant: C(O[C:6](=O)[N:7]([CH:9]([C:11](=[O:47])[NH:12][CH:13]([CH:41]1[CH2:46][CH2:45][CH2:44][CH2:43][CH2:42]1)[C:14]([N:16]1[CH2:20][CH2:19][CH:18]2[N:21]([S:37]([CH3:40])(=[O:39])=[O:38])[CH2:22][CH:23]([C:24](=[O:36])[NH:25][CH:26]3[C:35]4[C:30](=[CH:31][CH:32]=[CH:33][CH:34]=4)[CH2:29][CH2:28][CH2:27]3)[CH:17]12)=[O:15])[CH3:10])C)(C)(C)C.C(O)(C(F)(F)F)=O. Product: [CH:26]1([NH:25][C:24]([CH:23]2[CH2:22][N:21]([S:37]([CH3:40])(=[O:38])=[O:39])[CH:18]3[CH2:19][CH2:20][N:16]([C:14](=[O:15])[CH:13]([CH:41]4[CH2:42][CH2:43][CH2:44][CH2:45][CH2:46]4)[NH:12][C:11](=[O:47])[CH:9]([NH:7][CH3:6])[CH3:10])[CH:17]23)=[O:36])[C:35]2[C:30](=[CH:31][CH:32]=[CH:33][CH:34]=2)[CH2:29][CH2:28][CH2:27]1. The catalyst class is: 2. (4) Reactant: [S:1]1[CH:5]=[CH:4][CH:3]=[CH:2]1.[Li]CCCC.[CH2:11](Br)[CH2:12][CH2:13][CH2:14][CH2:15][CH2:16][CH2:17][CH2:18][CH2:19][CH2:20][CH2:21][CH3:22]. Product: [CH2:22]([C:2]1[S:1][CH:5]=[CH:4][CH:3]=1)[CH2:21][CH2:20][CH2:19][CH2:18][CH2:17][CH2:16][CH2:15][CH2:14][CH2:13][CH2:12][CH3:11]. The catalyst class is: 1.